This data is from Full USPTO retrosynthesis dataset with 1.9M reactions from patents (1976-2016). The task is: Predict the reactants needed to synthesize the given product. Given the product [CH:1]1[C:6]([Cl:7])=[C:5]([NH:8][C:9]2[C:14]([N+:15]([O-:17])=[O:16])=[C:13]([Cl:18])[C:12]([C:19]([F:20])([F:21])[F:22])=[CH:11][C:10]=2[N+:23]([O-:25])=[O:24])[N:4]=[CH:3][C:2]=1[C:26]([F:29])([F:27])[F:28].[C:30]1([O:40][CH3:41])[C:31](=[CH:33][CH:34]=[C:35]([CH:39]=1)[CH2:36][CH:37]=[CH2:38])[OH:32], predict the reactants needed to synthesize it. The reactants are: [CH:1]1[C:6]([Cl:7])=[C:5]([NH:8][C:9]2[C:14]([N+:15]([O-:17])=[O:16])=[C:13]([Cl:18])[C:12]([C:19]([F:22])([F:21])[F:20])=[CH:11][C:10]=2[N+:23]([O-:25])=[O:24])[N:4]=[CH:3][C:2]=1[C:26]([F:29])([F:28])[F:27].[C:30]1([O:40][CH3:41])[C:31](=[CH:33][CH:34]=[C:35]([CH:39]=1)[CH2:36][CH:37]=[CH2:38])[OH:32].C(O)CCCCCCCCCCC.[Na].C.